From a dataset of Reaction yield outcomes from USPTO patents with 853,638 reactions. Predict the reaction yield, written as a fraction of the theoretical maximum amount of product (1.0 means a 100% yield; for example, 0.34 means a 34% yield). (1) The reactants are Br[CH2:2][C:3]1[CH:4]=[N:5][CH:6]=[CH:7][CH:8]=1.[O:9]=[CH:10][C:11]1[CH:19]=[CH:18][C:16]([OH:17])=[C:13]([O:14][CH3:15])[CH:12]=1.C(=O)([O-])[O-].[K+].[K+]. The catalyst is CC(C)=O. The product is [CH3:15][O:14][C:13]1[CH:12]=[C:11]([CH:19]=[CH:18][C:16]=1[O:17][CH2:2][C:3]1[CH:4]=[N:5][CH:6]=[CH:7][CH:8]=1)[CH:10]=[O:9]. The yield is 0.460. (2) The reactants are [F:1][C:2]1[CH:7]=[CH:6][C:5]([C:8]2[O:9][CH:10]=[C:11]([CH2:13][NH2:14])[N:12]=2)=[CH:4][CH:3]=1.[F:15][C:16]([F:32])([F:31])[C:17]1[O:21][N:20]=[C:19]([C:22]2[CH:23]=[C:24]([CH:28]=[CH:29][CH:30]=2)[C:25](O)=[O:26])[N:18]=1. No catalyst specified. The product is [F:1][C:2]1[CH:3]=[CH:4][C:5]([C:8]2[O:9][CH:10]=[C:11]([CH2:13][NH:14][C:25](=[O:26])[C:24]3[CH:28]=[CH:29][CH:30]=[C:22]([C:19]4[N:18]=[C:17]([C:16]([F:32])([F:31])[F:15])[O:21][N:20]=4)[CH:23]=3)[N:12]=2)=[CH:6][CH:7]=1. The yield is 0.260.